This data is from TCR-epitope binding with 47,182 pairs between 192 epitopes and 23,139 TCRs. The task is: Binary Classification. Given a T-cell receptor sequence (or CDR3 region) and an epitope sequence, predict whether binding occurs between them. (1) The epitope is AVFDRKSDAK. The TCR CDR3 sequence is CASSLTSGNTEAFF. Result: 1 (the TCR binds to the epitope). (2) The epitope is VLAWLYAAV. The TCR CDR3 sequence is CASSLSSGNDYEQYF. Result: 1 (the TCR binds to the epitope). (3) The epitope is TSDLATNNLVVMAY. The TCR CDR3 sequence is CASSFGSAYEQYF. Result: 0 (the TCR does not bind to the epitope). (4) The epitope is KTWGQYWQV. The TCR CDR3 sequence is CASSPEGGAANRVYNEQFF. Result: 0 (the TCR does not bind to the epitope). (5) The epitope is TSDLATNNLVVMAY. The TCR CDR3 sequence is CSARDSYEQYF. Result: 0 (the TCR does not bind to the epitope). (6) The epitope is NLDSKVGGNY. Result: 0 (the TCR does not bind to the epitope). The TCR CDR3 sequence is CASSLAGMRDRTYTGELFF.